Dataset: NCI-60 drug combinations with 297,098 pairs across 59 cell lines. Task: Regression. Given two drug SMILES strings and cell line genomic features, predict the synergy score measuring deviation from expected non-interaction effect. Drug 1: C1=CC(=CC=C1CC(C(=O)O)N)N(CCCl)CCCl.Cl. Drug 2: C(=O)(N)NO. Cell line: CAKI-1. Synergy scores: CSS=29.8, Synergy_ZIP=-5.86, Synergy_Bliss=-3.02, Synergy_Loewe=-3.64, Synergy_HSA=0.775.